Task: Binary Classification. Given a miRNA mature sequence and a target amino acid sequence, predict their likelihood of interaction.. Dataset: Experimentally validated miRNA-target interactions with 360,000+ pairs, plus equal number of negative samples (1) The miRNA is hsa-miR-1295a with sequence UUAGGCCGCAGAUCUGGGUGA. The protein sequence of the target gene is MAQEFVNCKIQPGKVVVFIKPTCPYCRRAQEILSQLPIKQGLLEFVDITATNHTNEIQDYLQQLTGARTVPRVFIGKDCIGGCSDLVSLQQSGELLTRLKQIGALQ. Result: 0 (no interaction). (2) The miRNA is cel-miR-259-5p with sequence AAAUCUCAUCCUAAUCUGGUAGCA. The protein sequence of the target gene is MHREPAKKKAEKRLFDASSFGKDLLAGGVAAAVSKTAVAPIERVKLLLQVQASSKQISPEARYKGMVDCLVRIPREQGFFSFWRGNLANVIRYFPTQALNFAFKDKYKQLFMSGVNKEKQFWRWFLANLASGGAAGATSLCVVYPLDFARTRLGVDIGKGPEERQFKGLGDCIMKIAKSDGIAGLYQGFGVSVQGIIVYRASYFGAYDTVKGLLPKPKKTPFLVSFFIAQVVTTCSGILSYPFDTVRRRMMMQSGEAKRQYKGTLDCFVKIYQHEGISSFFRGAFSNVLRGTGGALVLVL.... Result: 0 (no interaction). (3) The miRNA is mmu-miR-374b-5p with sequence AUAUAAUACAACCUGCUAAGUG. The protein sequence of the target gene is MSTPSPQLLVAAAQQTLGMGKRKCPPRATCLHLAGEVLAVARGLKPAVLYDCNSAGVLALQSYLEELQGLGFLEPGLHILEIGENNFIVSPEYACQHLEQTLLGTVAFVDVSRSQPHPSVRSVDQLPDLKSLIADVITRFRGLKKDVSQGVSYTRLHSSDWNLCTVFGILLGYPVSYTFDLNREDDNCLTMTPLRVFTARISWLPGQPSILLYSFSVPESLFPALKNFLSAWEKELRTRFRAQNAFADLSISSEVVTLPAVAL. Result: 1 (interaction). (4) The miRNA is hsa-miR-609 with sequence AGGGUGUUUCUCUCAUCUCU. The protein sequence of the target gene is MEAEETMECLQEFPEHHKMILDRLNEQREQDRFTDITLIVDGHHFKAHKAVLAACSKFFYKFFQEFTQEPLVEIEGVSKMAFRHLIEFTYTAKLMIQGEEEANDVWKAAEFLQMLEAIKALEVRNKENSAPLEENTTGKNEAKKRKIAETSNVITESLPSAESEPVEIEVEIAEGTIEVEDEGIETLEEVASAKQSVKYIQSTGSSDDSALALLADITSKYRQGDRKGQIKEDGCPSDPTSKQVEGIEIVELQLSHVKDLFHCEKCNRSFKLFYHFKEHMKSHSTESFKCEICNKRYLRE.... Result: 1 (interaction). (5) The miRNA is hsa-miR-422a with sequence ACUGGACUUAGGGUCAGAAGGC. The protein sequence of the target gene is MDSQQEDLRFPGMWVSLYFGILGLCSVITGGCIIFLHWRKNLRREEHAQQWVEVMRAATFTYSPLLYWINKRRRYGMNAAINTGPAPAVTKTETEVQNPDVLWDLDIPEGRSHADQDSNPKAEAPAPLQPALQLAPQQPQARSPFPLPIFQEVPFAPPLCNLPPLLNHSVSYPLATCPERNVLFHSLLNLAQEDHSFNAKPFPSEL. Result: 0 (no interaction). (6) The miRNA is mmu-miR-7a-1-3p with sequence CAACAAAUCACAGUCUGCCAUA. Result: 0 (no interaction). The protein sequence of the target gene is MEPAERAGVGEPPEPGGRPEPGPRGFVPQKEIVYNKLLPYAERLDAESDLQLAQIKCNLGRAVQLQELWPGGLFWTRKLSTYIRLYGRKFSKEDHVLFIKLLYELVSIPKLEISMMQGFARLLINLLKKKELLSRADLELPWRPLYDMVERILYSKTEHLGLNWFPNSVENILKTLVKSCRPYFPADATAEMLEEWRPLMCPFDVTMQKAITYFEIFLPTSLPPELHHKGFKLWFDELIGLWVSVQNLPQWEGQLVNLFARLATDNIGYIDWDPYVPKIFTRILRSLNLPVGSSQVLVPR....